Task: Predict the product of the given reaction.. Dataset: Forward reaction prediction with 1.9M reactions from USPTO patents (1976-2016) (1) Given the reactants [C:1]([OH:6])(=[O:5])[CH2:2][CH:3]=[CH2:4].[CH2:7]1[CH2:12][CH2:11][CH:10]([N:13]=[C:14]=[N:15][CH:16]2[CH2:21][CH2:20][CH2:19][CH2:18][CH2:17]2)[CH2:9][CH2:8]1, predict the reaction product. The product is: [C:1]([OH:6])(=[O:5])[CH2:2][CH:3]=[CH2:4].[C:14]([NH:13][CH:10]1[CH2:9][CH2:8][CH2:7][CH2:12][CH2:11]1)([NH:15][CH:16]1[CH2:21][CH2:20][CH2:19][CH2:18][CH2:17]1)=[O:5]. (2) The product is: [Br:1][C:2]1[CH:3]=[C:4]2[C:8]([C:7]([C:12]#[N:15])=[CH:6][CH2:5]2)=[CH:9][CH:10]=1. Given the reactants [Br:1][C:2]1[CH:3]=[C:4]2[C:8](=[CH:9][CH:10]=1)[C:7](=O)[CH2:6][CH2:5]2.[CH:12]([N-:15]C(C)C)(C)C.[Li+].C(OP(C#N)(=O)OCC)C, predict the reaction product.